This data is from Reaction yield outcomes from USPTO patents with 853,638 reactions. The task is: Predict the reaction yield, written as a fraction of the theoretical maximum amount of product (1.0 means a 100% yield; for example, 0.34 means a 34% yield). (1) The reactants are CN(C)[C:3](=[O:5])[CH3:4].FC(F)(F)S(OS(C(F)(F)F)(=O)=O)(=O)=O.[Br:22][C:23]1[CH:28]=[CH:27][CH:26]=[C:25]([CH:29]=[CH2:30])[CH:24]=1.N1C(C)=CC(C)=CC=1C. The catalyst is ClCCCl. The product is [Br:22][C:23]1[CH:24]=[C:25]([CH:29]2[CH2:30][C:3](=[O:5])[CH2:4]2)[CH:26]=[CH:27][CH:28]=1. The yield is 0.270. (2) The reactants are [CH3:1][O:2][C:3]1[CH:4]=[C:5]([CH:7]=[C:8]([O:10][CH3:11])[CH:9]=1)[NH2:6].[O-]S(C(F)(F)[F:17])(=O)=O.F[N+]1C(C)=CC(C)=CC=1C.O. The catalyst is ClCCl. The product is [F:17][C:7]1[C:8]([O:10][CH3:11])=[CH:9][C:3]([O:2][CH3:1])=[CH:4][C:5]=1[NH2:6]. The yield is 0.300.